This data is from Reaction yield outcomes from USPTO patents with 853,638 reactions. The task is: Predict the reaction yield, written as a fraction of the theoretical maximum amount of product (1.0 means a 100% yield; for example, 0.34 means a 34% yield). (1) The reactants are [Cl:1][C:2]1([C:22]([O:24]CC)=[O:23])[CH:7]=[CH:6][C:5]([N:8]([C:12]2[CH:17]=[CH:16][CH:15]=[CH:14][C:13]=2[C:18]([F:21])([F:20])[F:19])[C:9](=[O:11])[NH2:10])=[CH:4][CH2:3]1.[OH-].[K+]. The catalyst is CO. The product is [Cl:1][C:2]1([C:22]([OH:24])=[O:23])[CH:3]=[CH:4][C:5]([N:8]([C:12]2[CH:17]=[CH:16][CH:15]=[CH:14][C:13]=2[C:18]([F:21])([F:19])[F:20])[C:9](=[O:11])[NH2:10])=[CH:6][CH2:7]1. The yield is 0.920. (2) The reactants are Cl.[NH2:2][C:3]1[CH:4]=[C:5]([CH:23]=[CH:24][CH:25]=1)[CH2:6][NH:7][C:8]1[C:17]2[C:12](=[C:13]([C:20]([NH2:22])=[O:21])[CH:14]=[C:15]([CH2:18][OH:19])[CH:16]=2)[N:11]=[CH:10][N:9]=1.C(N(C(C)C)C(C)C)C.[CH3:35][O:36][C:37]1[CH:45]=[CH:44][C:40]([C:41](Cl)=[O:42])=[CH:39][CH:38]=1. The catalyst is C(Cl)Cl. The product is [OH:19][CH2:18][C:15]1[CH:16]=[C:17]2[C:12](=[C:13]([C:20]([NH2:22])=[O:21])[CH:14]=1)[N:11]=[CH:10][N:9]=[C:8]2[NH:7][CH2:6][C:5]1[CH:23]=[CH:24][CH:25]=[C:3]([NH:2][C:41](=[O:42])[C:40]2[CH:44]=[CH:45][C:37]([O:36][CH3:35])=[CH:38][CH:39]=2)[CH:4]=1. The yield is 0.710. (3) The reactants are [O:1]1[C:5]2([CH2:10][CH2:9][C:8]([C:11]3[C:19]4[C:14](=[CH:15][CH:16]=[CH:17][CH:18]=4)[NH:13]C=3)=[CH:7][CH2:6]2)[O:4][CH2:3][CH2:2]1.[NH:20]1C2C(=CC=CN=2)C=C1. No catalyst specified. The product is [O:1]1[C:5]2([CH2:10][CH2:9][C:8]([C:11]3[C:19]4[C:14](=[CH:15][CH:16]=[CH:17][CH:18]=4)[NH:13][N:20]=3)=[CH:7][CH2:6]2)[O:4][CH2:3][CH2:2]1. The yield is 0.680. (4) No catalyst specified. The yield is 0.830. The reactants are [C:1]([O:5][C@@H:6]([C:11]1[C:40]([CH3:41])=[CH:39][C:38]2=[N:42][C:35]3=[CH:36][N:37]2[C:12]=1[N:13]1[CH2:48][CH2:47][C:16]([CH3:49])([O:17][CH2:18][CH:19]=[CH:20][CH2:21][C@H:22]([CH3:46])[O:23][C:24]2[CH:25]=[C:26]([F:45])[CH:27]=[C:28]([F:44])[C:29]=2[C:30]2[CH:43]=[C:34]3[CH:33]=[CH:32][CH:31]=2)[CH2:15][CH2:14]1)[C:7]([O:9][CH3:10])=[O:8])([CH3:4])([CH3:3])[CH3:2].C(O[C@@H](C1C(C)=CC2=NC3=CN2C=1N1CCC(C)(OCCCC[C@H](C)OC2C=C(F)C=CC=2C2C=C3C=CC=2)CC1)C(OC)=O)(C)(C)C. The product is [C:1]([O:5][C@@H:6]([C:11]1[C:40]([CH3:41])=[CH:39][C:38]2=[N:42][C:35]3=[CH:36][N:37]2[C:12]=1[N:13]1[CH2:14][CH2:15][C:16]([CH3:49])([O:17][CH2:18][CH2:19][CH2:20][CH2:21][C@H:22]([CH3:46])[O:23][C:24]2[CH:25]=[C:26]([F:45])[CH:27]=[C:28]([F:44])[C:29]=2[C:30]2[CH:43]=[C:34]3[CH:33]=[CH:32][CH:31]=2)[CH2:47][CH2:48]1)[C:7]([O:9][CH3:10])=[O:8])([CH3:4])([CH3:2])[CH3:3].